This data is from Full USPTO retrosynthesis dataset with 1.9M reactions from patents (1976-2016). The task is: Predict the reactants needed to synthesize the given product. Given the product [CH2:6]([N:8]1[C:12]([C:15](=[O:17])[CH3:16])=[N:11][CH:10]=[N:9]1)[CH3:7], predict the reactants needed to synthesize it. The reactants are: C([Li])CCC.[CH2:6]([N:8]1[CH:12]=[N:11][CH:10]=[N:9]1)[CH3:7].CN(C)[C:15](=[O:17])[CH3:16].